Task: Predict the reactants needed to synthesize the given product.. Dataset: Full USPTO retrosynthesis dataset with 1.9M reactions from patents (1976-2016) (1) Given the product [C:5]([C:4]1[CH:7]=[CH:8][C:9]([CH3:10])=[C:2]([CH:3]=1)[C:11]([O:12][CH3:17])=[O:14])#[N:6], predict the reactants needed to synthesize it. The reactants are: Cl[C:2]1[CH:3]=[C:4]([CH:7]=[CH:8][C:9]=1[CH3:10])[C:5]#[N:6].[C:11](=[O:14])([O-])[O-:12].[Li+].[Li+].[CH3:17]O. (2) Given the product [OH:16][C:13]([C:11]1[N:12]=[C:8]([NH:7][C:6](=[O:5])[OH:17])[S:9][CH:10]=1)([CH3:14])[CH3:15], predict the reactants needed to synthesize it. The reactants are: C([O:5][C:6](=[O:17])[NH:7][C:8]1[S:9][CH:10]=[C:11]([C:13]([OH:16])([CH3:15])[CH3:14])[N:12]=1)(C)(C)C.FC(F)(F)C(O)=O. (3) Given the product [NH2:39][C:37]1[CH:38]=[CH:33][CH:34]=[CH:35][C:36]=1[NH:41][C:17](=[O:18])[C:16]1[CH:15]=[CH:14][C:13]([CH2:12][NH:11][C:1]23[CH2:8][CH:7]4[CH2:6][CH:5]([CH2:4][CH:3]([CH2:9]4)[CH2:2]2)[CH2:10]3)=[CH:21][CH:20]=1, predict the reactants needed to synthesize it. The reactants are: [C:1]12([NH:11][CH2:12][C:13]3[CH:21]=[CH:20][C:16]([C:17](O)=[O:18])=[CH:15][CH:14]=3)[CH2:10][CH:5]3[CH2:6][CH:7]([CH2:9][CH:3]([CH2:4]3)[CH2:2]1)[CH2:8]2.CCN=C=NCCCN(C)C.[CH:33]1[CH:34]=[CH:35][C:36]2[N:41](O)N=[N:39][C:37]=2[CH:38]=1.C1(N)C=CC=CC=1N.C(N(CC)CC)C. (4) Given the product [Cl:17][C:9]1[CH:8]=[C:7]([C:4]2[S:3][C:2]([C:26]3[CH:31]=[CH:30][N:29]=[C:28]4[N:32]([CH2:35][CH2:36][CH2:37][C:38]([O:40][CH2:41][CH3:42])=[O:39])[CH:33]=[CH:34][C:27]=34)=[N:6][N:5]=2)[CH:12]=[CH:11][C:10]=1[O:13][CH:14]([CH3:16])[CH3:15], predict the reactants needed to synthesize it. The reactants are: Br[C:2]1[S:3][C:4]([C:7]2[CH:12]=[CH:11][C:10]([O:13][CH:14]([CH3:16])[CH3:15])=[C:9]([Cl:17])[CH:8]=2)=[N:5][N:6]=1.CC1(C)C(C)(C)OB([C:26]2[CH:31]=[CH:30][N:29]=[C:28]3[N:32]([CH2:35][CH2:36][CH2:37][C:38]([O:40][CH2:41][CH3:42])=[O:39])[CH:33]=[CH:34][C:27]=23)O1.P([O-])([O-])([O-])=O.[K+].[K+].[K+]. (5) Given the product [CH3:1][C:2]1[CH:6]=[C:5]([CH3:7])[N:4]([C:11]2[CH:18]=[CH:17][C:14]([C:15]#[N:16])=[CH:13][CH:12]=2)[N:3]=1, predict the reactants needed to synthesize it. The reactants are: [CH3:1][C:2]1[CH:6]=[C:5]([CH3:7])[NH:4][N:3]=1.[H-].[Na+].F[C:11]1[CH:18]=[CH:17][C:14]([C:15]#[N:16])=[CH:13][CH:12]=1.